The task is: Predict the reactants needed to synthesize the given product.. This data is from Full USPTO retrosynthesis dataset with 1.9M reactions from patents (1976-2016). (1) The reactants are: [CH2:1]([O:3][C:4]([C:6]1[CH:7]=[N:8][N:9]([C:11]2[N:15](COCCOC)[C:14]3[CH:22]=[C:23]([S:30]([CH2:32][CH3:33])=[O:31])[C:24](C(F)(F)F)=[CH:25][C:13]=3[N:12]=2)[CH:10]=1)=[O:5])[CH3:2].[ClH:34]. Given the product [CH2:1]([O:3][C:4]([C:6]1[CH:7]=[N:8][N:9]([C:11]2[NH:15][C:14]3[CH:22]=[C:23]([S:30]([CH2:32][CH3:33])=[O:31])[C:24]([Cl:34])=[CH:25][C:13]=3[N:12]=2)[CH:10]=1)=[O:5])[CH3:2], predict the reactants needed to synthesize it. (2) Given the product [CH2:1]([N:3]1[C:11]2[C:10](=[O:12])[NH:9][C:8]([C:13]3[CH:18]=[C:17]([S:19]([N:22]4[CH2:23][CH2:24][N:25]([CH2:28][CH2:29][O:30][C:38](=[O:41])[CH2:39][CH3:40])[CH2:26][CH2:27]4)(=[O:20])=[O:21])[CH:16]=[CH:15][C:14]=3[O:31][CH2:32][CH2:33][CH3:34])=[N:7][C:6]=2[C:5]([CH2:35][CH2:36][CH3:37])=[CH:4]1)[CH3:2], predict the reactants needed to synthesize it. The reactants are: [CH2:1]([N:3]1[C:11]2[C:10](=[O:12])[NH:9][C:8]([C:13]3[CH:18]=[C:17]([S:19]([N:22]4[CH2:27][CH2:26][N:25]([CH2:28][CH2:29][OH:30])[CH2:24][CH2:23]4)(=[O:21])=[O:20])[CH:16]=[CH:15][C:14]=3[O:31][CH2:32][CH2:33][CH3:34])=[N:7][C:6]=2[C:5]([CH2:35][CH2:36][CH3:37])=[CH:4]1)[CH3:2].[C:38](O[C:38](=[O:41])[CH2:39][CH3:40])(=[O:41])[CH2:39][CH3:40].C(OC(=O)C)(=O)C. (3) Given the product [CH3:1][N:2]1[C:6]([C:7]2[CH:19]=[N:18][C:17]3[C:16]4[CH:15]=[CH:14][C:13]([C:20]([O:22][CH3:23])=[O:21])=[CH:12][C:11]=4[N:10]([CH:28]([CH:30]4[CH2:35][CH2:34][O:33][CH2:32][CH2:31]4)[CH2:27][O:26][CH3:25])[C:9]=3[CH:8]=2)=[C:5]([CH3:24])[N:4]=[N:3]1, predict the reactants needed to synthesize it. The reactants are: [CH3:1][N:2]1[C:6]([C:7]2[CH:19]=[N:18][C:17]3[C:16]4[CH:15]=[CH:14][C:13]([C:20]([O:22][CH3:23])=[O:21])=[CH:12][C:11]=4[NH:10][C:9]=3[CH:8]=2)=[C:5]([CH3:24])[N:4]=[N:3]1.[CH3:25][O:26][CH2:27][CH:28]([CH:30]1[CH2:35][CH2:34][O:33][CH2:32][CH2:31]1)O.C(C=P(C)(C)C)#N. (4) Given the product [CH3:17][CH:18]1[CH2:23][CH2:22][CH2:21][CH2:20][N:19]1[C:24]1[N:29]=[C:28]([NH:30][C:2]2[C:3]3[N:4]([CH:14]=[CH:15][N:16]=3)[N:5]=[C:6]([C:8]3[CH:13]=[CH:12][CH:11]=[CH:10][CH:9]=3)[CH:7]=2)[CH:27]=[CH:26][CH:25]=1, predict the reactants needed to synthesize it. The reactants are: Br[C:2]1[C:3]2[N:4]([CH:14]=[CH:15][N:16]=2)[N:5]=[C:6]([C:8]2[CH:13]=[CH:12][CH:11]=[CH:10][CH:9]=2)[CH:7]=1.[CH3:17][CH:18]1[CH2:23][CH2:22][CH2:21][CH2:20][N:19]1[C:24]1[N:29]=[C:28]([NH2:30])[CH:27]=[CH:26][CH:25]=1.C1C=CC(P(C2C(C3C(P(C4C=CC=CC=4)C4C=CC=CC=4)=CC=C4C=3C=CC=C4)=C3C(C=CC=C3)=CC=2)C2C=CC=CC=2)=CC=1.C([O-])([O-])=O.[Cs+].[Cs+]. (5) Given the product [N:18]([C:1]1[C:11]2=[C:12]3[C:7](=[CH:8][CH:9]=[CH:10]2)[CH2:6][CH2:5][CH2:4][N:3]3[CH:2]=1)=[C:21]=[O:29], predict the reactants needed to synthesize it. The reactants are: [C:1]1(C(O)=O)[C:11]2=[C:12]3[C:7](=[CH:8][CH:9]=[CH:10]2)[CH2:6][CH2:5][CH2:4][N:3]3[CH:2]=1.C([N:18]([CH2:21]C)CC)C.C1C=CC([O:29]P(OC2C=CC=CC=2)(N=[N+]=[N-])=O)=CC=1. (6) Given the product [N+:1]([C:4]1[CH:10]=[CH:9][C:7]([NH:8][CH2:17][C:18]([NH2:20])=[O:19])=[CH:6][CH:5]=1)([O-:3])=[O:2], predict the reactants needed to synthesize it. The reactants are: [N+:1]([C:4]1[CH:10]=[CH:9][C:7]([NH2:8])=[CH:6][CH:5]=1)([O-:3])=[O:2].C(=O)([O-])[O-].[Ca+2].Cl[CH2:17][C:18]([NH2:20])=[O:19]. (7) Given the product [N:27]1[CH:32]=[CH:31][CH:30]=[C:29]([C:2]2[CH:15]=[CH:14][C:13]3[O:12][C:11]4[C:6](=[CH:7][C:8]([C:16]5[CH:17]=[N:18][CH:19]=[N:20][CH:21]=5)=[CH:9][CH:10]=4)[C@@:5]4([CH2:25][O:24][C:23]([NH2:26])=[N:22]4)[C:4]=3[CH:3]=2)[CH:28]=1, predict the reactants needed to synthesize it. The reactants are: Br[C:2]1[CH:15]=[CH:14][C:13]2[O:12][C:11]3[C:6](=[CH:7][C:8]([C:16]4[CH:17]=[N:18][CH:19]=[N:20][CH:21]=4)=[CH:9][CH:10]=3)[C@@:5]3([CH2:25][O:24][C:23]([NH2:26])=[N:22]3)[C:4]=2[CH:3]=1.[N:27]1[CH:32]=[CH:31][CH:30]=[C:29](B(O)O)[CH:28]=1.C(=O)([O-])[O-].[K+].[K+].O1CCOCC1.